Dataset: Forward reaction prediction with 1.9M reactions from USPTO patents (1976-2016). Task: Predict the product of the given reaction. (1) Given the reactants C(O)(C(F)(F)F)=O.C(OC([N:15]1[CH2:19][CH2:18][C@@H:17]([NH:20][C:21](=[O:28])[O:22][C@H:23]2[CH2:27][CH2:26][O:25][CH2:24]2)[CH2:16]1)=O)(C)(C)C, predict the reaction product. The product is: [NH:15]1[CH2:19][CH2:18][C@@H:17]([NH:20][C:21](=[O:28])[O:22][C@H:23]2[CH2:27][CH2:26][O:25][CH2:24]2)[CH2:16]1. (2) Given the reactants [C:1]1(=[O:7])CCCCC1.Cl.C(N[CH2:17][C:18]([OH:20])=[O:19])C1C=CC=CC=1.[CH2:21](N(CC)CC)C.[CH2:28]=[O:29].[CH:30]1[CH:35]=[CH:34][CH:33]=[CH:32][CH:31]=1, predict the reaction product. The product is: [CH3:28][O:29][C:1](=[O:7])[C:17](=[C:30]1[CH2:35][CH2:34][CH2:33][CH2:32][CH2:31]1)[C:18]([O:20][CH3:21])=[O:19]. (3) Given the reactants C[O:2][C:3](=[O:30])[C:4]([NH:7][C:8]1[CH:13]=[CH:12][CH:11]=[C:10]([CH:14]2[C:23]([CH3:25])([CH3:24])[CH2:22][C:21]3[C:16](=[CH:17][CH:18]=[C:19]([S:26]([CH3:29])(=[O:28])=[O:27])[CH:20]=3)[NH:15]2)[CH:9]=1)([CH3:6])[CH3:5].Cl, predict the reaction product. The product is: [CH3:29][S:26]([C:19]1[CH:20]=[C:21]2[C:16](=[CH:17][CH:18]=1)[NH:15][CH:14]([C:10]1[CH:9]=[C:8]([NH:7][C:4]([CH3:6])([CH3:5])[C:3]([OH:30])=[O:2])[CH:13]=[CH:12][CH:11]=1)[C:23]([CH3:25])([CH3:24])[CH2:22]2)(=[O:28])=[O:27]. (4) The product is: [CH:3]1([C:9]([OH:19])([C:13]2[CH:18]=[CH:17][CH:16]=[CH:15][CH:14]=2)[C:10]([CH3:1])=[O:12])[CH2:4][CH2:5][CH2:6][CH2:7][CH2:8]1. Given the reactants [CH3:1][Li].[CH:3]1([C:9]([OH:19])([C:13]2[CH:18]=[CH:17][CH:16]=[CH:15][CH:14]=2)[C:10]([OH:12])=O)[CH2:8][CH2:7][CH2:6][CH2:5][CH2:4]1.Cl, predict the reaction product. (5) Given the reactants Br[C:2]1[C:11]2[O:10][CH2:9][N:8](C(C)(C)C)[CH2:7][C:6]=2[CH:5]=[C:4](C(C)(C)C)[CH:3]=1.FC(F)(F)C1C=CC(B(O)O)=CN=1.C(=O)([O-])[O-].[K+].[K+], predict the reaction product. The product is: [O:10]1[C:11]2[CH:2]=[CH:3][CH:4]=[CH:5][C:6]=2[CH2:7][NH:8][CH2:9]1.